Dataset: Forward reaction prediction with 1.9M reactions from USPTO patents (1976-2016). Task: Predict the product of the given reaction. (1) The product is: [CH2:3]([C:5]1[C:9]2=[N:10][C:11]([C:14]([F:16])([F:17])[F:15])=[CH:12][CH:13]=[C:8]2[N:7]([NH2:18])[CH:6]=1)[CH3:4]. Given the reactants [H-].[Na+].[CH2:3]([C:5]1[C:9]2=[N:10][C:11]([C:14]([F:17])([F:16])[F:15])=[CH:12][CH:13]=[C:8]2[NH:7][CH:6]=1)[CH3:4].[NH4+:18].[Cl-], predict the reaction product. (2) Given the reactants [C:1]([C:5]1[CH:6]=[C:7]([CH:31]=[CH:32][CH:33]=1)[CH2:8][NH:9][C@@H:10]1[C@@H:15]([OH:16])[C@H:14]([CH2:17][C:18]2[CH:23]=[C:22](F)[C:21]([N+:25]([O-:27])=[O:26])=[C:20]([F:28])[CH:19]=2)[CH2:13][S:12](=[O:30])(=[O:29])[CH2:11]1)([CH3:4])([CH3:3])[CH3:2].[F:34][C:35]([F:42])([F:41])[C@H:36]([OH:40])[CH2:37][O:38][CH3:39], predict the reaction product. The product is: [C:1]([C:5]1[CH:6]=[C:7]([CH:31]=[CH:32][CH:33]=1)[CH2:8][NH:9][C@@H:10]1[C@@H:15]([OH:16])[C@H:14]([CH2:17][C:18]2[CH:23]=[C:22]([O:40][C@H:36]([CH2:37][O:38][CH3:39])[C:35]([F:42])([F:41])[F:34])[C:21]([N+:25]([O-:27])=[O:26])=[C:20]([F:28])[CH:19]=2)[CH2:13][S:12](=[O:29])(=[O:30])[CH2:11]1)([CH3:3])([CH3:4])[CH3:2]. (3) Given the reactants [Cl:1][C:2]1[N:7]=[C:6]2[C:8]([CH3:19])=[C:9]([C:11]([CH:13]3[CH2:18][CH2:17][CH2:16][CH2:15][CH2:14]3)=O)[O:10][C:5]2=[CH:4][CH:3]=1.[NH2:20][C:21]1[CH:30]=[CH:29][C:24]([C:25]([O:27][CH3:28])=[O:26])=[CH:23][CH:22]=1.C(=O)([O-])O.[Na+].C([BH3-])#N.[Na+], predict the reaction product. The product is: [Cl:1][C:2]1[N:7]=[C:6]2[C:8]([CH3:19])=[C:9]([CH:11]([NH:20][C:21]3[CH:22]=[CH:23][C:24]([C:25]([O:27][CH3:28])=[O:26])=[CH:29][CH:30]=3)[CH:13]3[CH2:18][CH2:17][CH2:16][CH2:15][CH2:14]3)[O:10][C:5]2=[CH:4][CH:3]=1.